From a dataset of Full USPTO retrosynthesis dataset with 1.9M reactions from patents (1976-2016). Predict the reactants needed to synthesize the given product. (1) Given the product [F:37][C:36]([F:39])([F:38])[C:34]([OH:40])=[O:35].[F:48][C:49]1[CH:50]=[CH:51][C:52]([C:55]2[CH:56]=[N:57][O:58][C:59]=2[CH2:60][NH:61][CH2:62][CH2:63][NH:64][CH3:1])=[CH:53][CH:54]=1, predict the reactants needed to synthesize it. The reactants are: [CH3:1]C1(C)CC2(CCC(N3C(CN(C)CCN(C)C(=O)OC(C)(C)C)=CC=N3)CC2)OC1.Cl.O.[C:34]([OH:40])([C:36]([F:39])([F:38])[F:37])=[O:35].FC(F)(F)C(O)=O.[F:48][C:49]1[CH:54]=[CH:53][C:52]([C:55]2[CH:56]=[N:57][O:58][C:59]=2[CH2:60][N:61](C)[CH2:62][CH2:63][NH2:64])=[CH:51][CH:50]=1. (2) Given the product [Cl:30][C:2]1[N:7]=[C:6]([S:8][CH2:9][C:10]2[CH:11]=[C:12]([C:16]([NH:18][CH3:19])=[O:17])[CH:13]=[CH:14][CH:15]=2)[C:5]([C:20]#[N:21])=[C:4]([C:22]2[CH:23]=[CH:24][CH:25]=[CH:26][CH:27]=2)[C:3]=1[C:28]#[N:29], predict the reactants needed to synthesize it. The reactants are: N[C:2]1[N:7]=[C:6]([S:8][CH2:9][C:10]2[CH:11]=[C:12]([C:16]([NH:18][CH3:19])=[O:17])[CH:13]=[CH:14][CH:15]=2)[C:5]([C:20]#[N:21])=[C:4]([C:22]2[CH:27]=[CH:26][CH:25]=[CH:24][CH:23]=2)[C:3]=1[C:28]#[N:29].[ClH:30].N([O-])=O.[Na+].[OH-].[Na+]. (3) Given the product [O:21]1[C:15]2[CH:14]=[CH:13][CH:12]=[CH:29][C:16]=2[CH2:17][NH:18][CH2:19][CH2:20]1, predict the reactants needed to synthesize it. The reactants are: N1C=CN=C1C1N=CC([C:12]2[CH:13]=[CH:14][C:15]3[O:21][CH2:20][CH2:19][N:18](C(OC(C)(C)C)=O)[CH2:17][C:16]=3[CH:29]=2)=CC=1.